From a dataset of Full USPTO retrosynthesis dataset with 1.9M reactions from patents (1976-2016). Predict the reactants needed to synthesize the given product. (1) Given the product [NH2:13][C@H:14]([C:19]([OH:21])=[O:20])[CH2:15][CH:16]([CH3:18])[CH3:17].[CH:22]1[N:30]([C@@H:31]2[O:35][C@H:34]([CH2:36][OH:37])[C@@H:33]([OH:38])[C@H:32]2[OH:39])[C:29]2[C:24](=[C:25]([NH2:40])[N:26]=[CH:27][N:28]=2)[C:23]=1[C:41]#[N:42], predict the reactants needed to synthesize it. The reactants are: CCN=C=NCCCN(C)C.Cl.[NH2:13][C@H:14]([C:19]([OH:21])=[O:20])[CH2:15][CH:16]([CH3:18])[CH3:17].[CH:22]1[N:30]([C@@H:31]2[O:35][C@H:34]([CH2:36][OH:37])[C@@H:33]([OH:38])[C@H:32]2[OH:39])[C:29]2[C:24](=[C:25]([NH2:40])[N:26]=[CH:27][N:28]=2)[C:23]=1[C:41]#[N:42].C(O)(C(F)(F)F)=O.CN1CCOCC1.C1C=CC2N(O)N=NC=2C=1. (2) Given the product [N:10]1[CH:9]=[CH:8][CH:7]=[C:3]([C:4]([N:21]2[CH2:20][CH2:19][C:18]([CH2:17][C:16]3[CH:15]=[CH:14][C:13]([F:12])=[CH:26][CH:25]=3)([OH:24])[CH2:23][CH2:22]2)=[O:6])[C:2]=1[C:38]1[CH:37]=[CH:36][N:41]=[CH:40][CH:39]=1, predict the reactants needed to synthesize it. The reactants are: Cl[C:2]1[N:10]=[CH:9][CH:8]=[CH:7][C:3]=1[C:4]([OH:6])=O.Cl.[F:12][C:13]1[CH:26]=[CH:25][C:16]([CH2:17][C:18]2([OH:24])[CH2:23][CH2:22][NH:21][CH2:20][CH2:19]2)=[CH:15][CH:14]=1.CN(C(ON1N=N[C:37]2[CH:38]=[CH:39][CH:40]=[N:41][C:36]1=2)=[N+](C)C)C.F[P-](F)(F)(F)(F)F.C(N(CC)CC)C. (3) Given the product [Br:27][C:25]1[CH:24]=[CH:23][C:22]([O:28][CH2:29][CH2:30][CH2:31][CH2:32][CH2:33][CH2:34][CH3:35])=[C:21]([CH:26]=1)[C:20]([NH:19][C@@H:4]([CH2:5][C:6]1[CH:11]=[CH:10][C:9]([C:12]2[CH:17]=[CH:16][CH:15]=[CH:14][C:13]=2[O:18][C:6]2[CH:11]=[CH:10][C:9]([C:39]([F:41])([F:40])[F:38])=[CH:8][CH:7]=2)=[CH:8][CH:7]=1)[C:3]([OH:2])=[O:37])=[O:36], predict the reactants needed to synthesize it. The reactants are: C[O:2][C:3](=[O:37])[C@@H:4]([NH:19][C:20](=[O:36])[C:21]1[CH:26]=[C:25]([Br:27])[CH:24]=[CH:23][C:22]=1[O:28][CH2:29][CH2:30][CH2:31][CH2:32][CH2:33][CH2:34][CH3:35])[CH2:5][C:6]1[CH:11]=[CH:10][C:9]([C:12]2[CH:17]=[CH:16][CH:15]=[CH:14][C:13]=2[OH:18])=[CH:8][CH:7]=1.[F:38][C:39](B(O)O)([F:41])[F:40]. (4) Given the product [F:1][C:2]([F:31])([F:30])[C:3]1[CH:4]=[C:5]([CH:23]=[C:24]([C:26]([F:29])([F:28])[F:27])[CH:25]=1)[CH2:6][N:7]1[CH2:14][CH2:13][CH2:12][NH:11][C:10]2[N:15]=[C:16]([S:20][CH3:21])[N:17]=[C:18]([C:35]3[CH:36]=[CH:37][CH:38]=[CH:39][C:34]=3[O:33][CH3:32])[C:9]=2[C:8]1=[O:22], predict the reactants needed to synthesize it. The reactants are: [F:1][C:2]([F:31])([F:30])[C:3]1[CH:4]=[C:5]([CH:23]=[C:24]([C:26]([F:29])([F:28])[F:27])[CH:25]=1)[CH2:6][N:7]1[CH2:14][CH2:13][CH2:12][NH:11][C:10]2[N:15]=[C:16]([S:20][CH3:21])[N:17]=[C:18](Cl)[C:9]=2[C:8]1=[O:22].[CH3:32][O:33][C:34]1[CH:39]=[CH:38][CH:37]=[CH:36][C:35]=1OB(O)O. (5) The reactants are: [I-:1].[Na+].CC1C=CC(S(OCCC[C:17]2[C:25]3[C:20](=[CH:21][CH:22]=[CH:23][CH:24]=3)[NH:19][CH:18]=2)(=O)=O)=CC=1.[CH3:26][C:27]([CH3:29])=O. Given the product [I:1][CH2:26][CH2:27][CH2:29][N:19]1[C:20]2[C:25](=[CH:24][CH:23]=[CH:22][CH:21]=2)[CH:17]=[CH:18]1, predict the reactants needed to synthesize it. (6) Given the product [Cl:7][C:8]1[CH:13]=[CH:12][C:11]([O:14][C:16]2[CH:21]=[CH:20][CH:19]=[CH:18][C:17]=2[CH2:22][C:23]([OH:25])=[O:24])=[CH:10][CH:9]=1, predict the reactants needed to synthesize it. The reactants are: C(=O)([O-])[O-].[K+].[K+].[Cl:7][C:8]1[CH:13]=[CH:12][C:11]([OH:14])=[CH:10][CH:9]=1.Cl[C:16]1[CH:21]=[CH:20][CH:19]=[CH:18][C:17]=1[CH2:22][C:23]([OH:25])=[O:24].O.Cl. (7) Given the product [K:58].[CH:1]([O:4][C:5]1[CH:10]=[CH:9][C:8]([N:11]2[C:16](=[O:17])[C:15]([CH2:18][C:19]3[CH:24]=[CH:23][C:22]([C:25]4[CH:30]=[CH:29][CH:28]=[CH:27][C:26]=4[C:31]4[NH:35][C:34](=[O:36])[O:33][N:32]=4)=[CH:21][CH:20]=3)=[C:14]([CH2:37][CH2:38][CH3:39])[N:13]=[C:12]2[CH3:40])=[CH:7][CH:6]=1)([CH3:3])[CH3:2], predict the reactants needed to synthesize it. The reactants are: [CH:1]([O:4][C:5]1[CH:10]=[CH:9][C:8]([N:11]2[C:16](=[O:17])[C:15]([CH2:18][C:19]3[CH:24]=[CH:23][C:22]([C:25]4[CH:30]=[CH:29][CH:28]=[CH:27][C:26]=4[C:31]4[NH:35][C:34](=[O:36])[O:33][N:32]=4)=[CH:21][CH:20]=3)=[C:14]([CH2:37][CH2:38][CH3:39])[N:13]=[C:12]2[CH3:40])=[CH:7][CH:6]=1)([CH3:3])[CH3:2].C(OC(C)C)(C)C.C(OCC)(=O)CCCCC.[K:58]. (8) The reactants are: COC1C=C(OC)C=CC=1C[NH:6][C:7]1[C:16]2[C:11](=[CH:12][CH:13]=[CH:14][CH:15]=2)[C:10]([C:17]#[N:18])=[N:9][CH:8]=1.FC(F)(F)C(O)=O. Given the product [NH2:6][C:7]1[C:16]2[C:11](=[CH:12][CH:13]=[CH:14][CH:15]=2)[C:10]([C:17]#[N:18])=[N:9][CH:8]=1, predict the reactants needed to synthesize it. (9) The reactants are: [C:1]([NH:8][S:9]([CH:12]1[CH2:14][CH2:13]1)(=[O:11])=[O:10])([O:3][C:4]([CH3:7])([CH3:6])[CH3:5])=[O:2].[Li]CCCC.Br[CH2:21][C:22]1[CH:27]=[CH:26][CH:25]=[CH:24][CH:23]=1.[OH2:28]. Given the product [C:1]([NH:8][S:9]([C:12]1([O:28][CH2:21][C:22]2[CH:27]=[CH:26][CH:25]=[CH:24][CH:23]=2)[CH2:14][CH2:13]1)(=[O:10])=[O:11])([O:3][C:4]([CH3:7])([CH3:6])[CH3:5])=[O:2], predict the reactants needed to synthesize it. (10) Given the product [CH3:15][C:12]1[CH:13]=[CH:14][C:9]([C:8]2[O:19][N:18]=[C:3]([OH:4])[CH:2]=2)=[CH:10][CH:11]=1, predict the reactants needed to synthesize it. The reactants are: Br[CH:2]([CH:8](Br)[C:9]1[CH:14]=[CH:13][C:12]([CH3:15])=[CH:11][CH:10]=1)[C:3](OCC)=[O:4].Cl.[NH2:18][OH:19].C[O-].[Na+].Cl.